Dataset: Reaction yield outcomes from USPTO patents with 853,638 reactions. Task: Predict the reaction yield, written as a fraction of the theoretical maximum amount of product (1.0 means a 100% yield; for example, 0.34 means a 34% yield). The reactants are Br[C:2]1[CH:18]=[CH:17][C:5]([O:6][C:7]2[CH:14]=[CH:13][C:10]([C:11]#[N:12])=[CH:9][C:8]=2[CH:15]=[O:16])=[CH:4][C:3]=1[CH2:19][O:20]C1CCCCO1.[B:27]1(B2OC(C)(C)C(C)(C)O2)OC(C)(C)C(C)(C)[O:28]1.C([O-])(=O)C.[K+]. The catalyst is O1CCOCC1.C1C=CC(P(C2C=CC=CC=2)[C-]2C=CC=C2)=CC=1.C1C=CC(P(C2C=CC=CC=2)[C-]2C=CC=C2)=CC=1.Cl[Pd]Cl.[Fe+2]. The product is [C:11]([C:10]1[CH:13]=[CH:14][C:7]([O:6][C:5]2[CH:17]=[CH:18][C:2]3[B:27]([OH:28])[O:20][CH2:19][C:3]=3[CH:4]=2)=[C:8]([CH:15]=[O:16])[CH:9]=1)#[N:12]. The yield is 0.350.